This data is from Forward reaction prediction with 1.9M reactions from USPTO patents (1976-2016). The task is: Predict the product of the given reaction. (1) Given the reactants [O:1]=[S:2]1(=[O:50])[CH2:6][CH2:5][CH:4]([NH:7][CH2:8][CH2:9][NH:10][C@:11]23[CH2:46][CH2:45][C@@H:44]([C:47]([CH3:49])=[CH2:48])[C@@H:12]2[C@@H:13]2[C@@:26]([CH3:29])([CH2:27][CH2:28]3)[C@@:25]3([CH3:30])[C@@H:16]([C@:17]4([CH3:43])[C@@H:22]([CH2:23][CH2:24]3)[C:21]([CH3:32])([CH3:31])[C:20]([C:33]3[CH:42]=[CH:41][C:36]([C:37]([O:39]C)=[O:38])=[CH:35][CH:34]=3)=[CH:19][CH2:18]4)[CH2:15][CH2:14]2)[CH2:3]1.[OH-].[Na+], predict the reaction product. The product is: [O:1]=[S:2]1(=[O:50])[CH2:6][CH2:5][CH:4]([NH:7][CH2:8][CH2:9][NH:10][C@:11]23[CH2:46][CH2:45][C@@H:44]([C:47]([CH3:49])=[CH2:48])[C@@H:12]2[C@@H:13]2[C@@:26]([CH3:29])([CH2:27][CH2:28]3)[C@@:25]3([CH3:30])[C@@H:16]([C@:17]4([CH3:43])[C@@H:22]([CH2:23][CH2:24]3)[C:21]([CH3:32])([CH3:31])[C:20]([C:33]3[CH:34]=[CH:35][C:36]([C:37]([OH:39])=[O:38])=[CH:41][CH:42]=3)=[CH:19][CH2:18]4)[CH2:15][CH2:14]2)[CH2:3]1. (2) Given the reactants [CH2:1]([O:3][C:4](=[O:32])[C@@H:5]([CH3:31])[CH2:6][CH:7]([NH:23]C(OC(C)(C)C)=O)[CH2:8][C:9]1[CH:14]=[CH:13][C:12]([C:15]2[CH:20]=[CH:19][CH:18]=[CH:17][C:16]=2[O:21][CH3:22])=[CH:11][CH:10]=1)[CH3:2].[ClH:33], predict the reaction product. The product is: [ClH:33].[CH2:1]([O:3][C:4](=[O:32])[C@@H:5]([CH3:31])[CH2:6][CH:7]([NH2:23])[CH2:8][C:9]1[CH:14]=[CH:13][C:12]([C:15]2[CH:20]=[CH:19][CH:18]=[CH:17][C:16]=2[O:21][CH3:22])=[CH:11][CH:10]=1)[CH3:2]. (3) Given the reactants [N:1]1([CH2:6][CH2:7][CH2:8][CH2:9][C:10]2[CH:25]=[CH:24][C:13]([O:14][CH2:15][C:16]3[O:17][CH:18]=[C:19]([C:21]([OH:23])=O)[N:20]=3)=[CH:12][CH:11]=2)[CH:5]=[CH:4][N:3]=[N:2]1.[Cl:26][C:27]1[CH:28]=[C:29]([NH2:34])[CH:30]=[CH:31][C:32]=1[F:33], predict the reaction product. The product is: [Cl:26][C:27]1[CH:28]=[C:29]([NH:34][C:21]([C:19]2[N:20]=[C:16]([CH2:15][O:14][C:13]3[CH:12]=[CH:11][C:10]([CH2:9][CH2:8][CH2:7][CH2:6][N:1]4[CH:5]=[CH:4][N:3]=[N:2]4)=[CH:25][CH:24]=3)[O:17][CH:18]=2)=[O:23])[CH:30]=[CH:31][C:32]=1[F:33]. (4) The product is: [CH3:29][S:26]([NH:4][N:5]1[C:14](=[O:15])[C:13]2[C:8](=[CH:9][C:10]([C:21]([F:22])([F:24])[F:23])=[C:11]([CH2:16][NH:17][C:18](=[O:20])[CH3:19])[CH:12]=2)[NH:7][C:6]1=[O:25])(=[O:28])=[O:27]. Given the reactants C([N:4]([S:26]([CH3:29])(=[O:28])=[O:27])[N:5]1[C:14](=[O:15])[C:13]2[C:8](=[CH:9][C:10]([C:21]([F:24])([F:23])[F:22])=[C:11]([CH2:16][NH:17][C:18](=[O:20])[CH3:19])[CH:12]=2)[NH:7][C:6]1=[O:25])(=O)C, predict the reaction product. (5) Given the reactants C1OCCOCCOCCOCCOCCOC1.[CH3:19][O:20][C:21]([CH2:23]P(=O)([O-])[O-])=[O:22].C[Si](C)(C)[N-][Si](C)(C)C.[K+].[F:38][C:39]1[CH:46]=[C:45]([F:47])[CH:44]=[CH:43][C:40]=1[CH:41]=O.[Cl-].[NH4+], predict the reaction product. The product is: [F:38][C:39]1[CH:46]=[C:45]([F:47])[CH:44]=[CH:43][C:40]=1/[CH:41]=[CH:23]\[C:21]([O:20][CH3:19])=[O:22]. (6) Given the reactants C(OC([N:8]([C@H:16]1[CH2:24][CH2:23][CH2:22][C@H:21]([O:25][C:26]2[CH:31]=[CH:30][CH:29]=[CH:28][CH:27]=2)[C@@H:20]([O:32][C:33]2[CH:38]=[CH:37][CH:36]=[CH:35][CH:34]=2)[C@H:19]([CH3:39])[O:18][C:17]1=[O:40])C(=O)OC(C)(C)C)=O)(C)(C)C.[ClH:41], predict the reaction product. The product is: [Cl-:41].[CH3:39][C@@H:19]1[O:18][C:17](=[O:40])[C@@H:16]([NH3+:8])[CH2:24][CH2:23][CH2:22][C@H:21]([O:25][C:26]2[CH:31]=[CH:30][CH:29]=[CH:28][CH:27]=2)[C@H:20]1[O:32][C:33]1[CH:38]=[CH:37][CH:36]=[CH:35][CH:34]=1. (7) Given the reactants [C:1]([C:4](=[C:8]([C:16]1[CH:21]=[CH:20][CH:19]=[C:18]([Cl:22])[CH:17]=1)[C:9]1[CH:14]=[CH:13][CH:12]=[C:11]([Cl:15])[CH:10]=1)C(O)=O)(=[O:3])[NH2:2].[Cl-].[Li+].O.C(OCC)(=O)C, predict the reaction product. The product is: [Cl:15][C:11]1[CH:10]=[C:9]([CH:8]([C:16]2[CH:21]=[CH:20][CH:19]=[C:18]([Cl:22])[CH:17]=2)[CH2:4][C:1]([NH2:2])=[O:3])[CH:14]=[CH:13][CH:12]=1. (8) Given the reactants [CH3:1][C:2]1([CH3:30])[C:6]([C:7]2[CH:15]=[CH:14][CH:13]=[C:12]3[C:8]=2[CH2:9][CH2:10][C@H:11]3[O:16][C:17]2[CH:29]=[CH:28][C:20]3[CH:21]([CH2:24][C:25]([OH:27])=[O:26])[CH2:22][O:23][C:19]=3[CH:18]=2)=[CH:5][CH2:4][CH2:3]1, predict the reaction product. The product is: [CH3:1][C:2]1([CH3:30])[CH2:3][CH2:4][CH2:5][CH:6]1[C:7]1[CH:15]=[CH:14][CH:13]=[C:12]2[C:8]=1[CH2:9][CH2:10][C@H:11]2[O:16][C:17]1[CH:29]=[CH:28][C:20]2[CH:21]([CH2:24][C:25]([OH:27])=[O:26])[CH2:22][O:23][C:19]=2[CH:18]=1.